Dataset: Forward reaction prediction with 1.9M reactions from USPTO patents (1976-2016). Task: Predict the product of the given reaction. (1) Given the reactants [CH3:1][C:2]1[CH:7]=[C:6]([CH:8]2[CH2:13][CH2:12][CH:11]([CH:14]([CH3:18])C(O)=O)[CH2:10][CH2:9]2)[CH:5]=[CH:4][N:3]=1.P([N:35]=[N+]=[N-])(=O)(OC1C=CC=CC=1)OC1C=CC=CC=1.C(N(CC)CC)C.[OH-].[Li+].[N-]=C=O, predict the reaction product. The product is: [CH3:1][C:2]1[CH:7]=[C:6]([CH:8]2[CH2:13][CH2:12][CH:11]([CH:14]([NH2:35])[CH3:18])[CH2:10][CH2:9]2)[CH:5]=[CH:4][N:3]=1. (2) Given the reactants C1(N[C:7]2[C:12]([CH3:13])=[C:11]([CH3:14])[N:10]=[C:9]([NH:15][CH2:16][C:17]3[CH:22]=[CH:21][CH:20]=[CH:19][N:18]=3)[N:8]=2)CCCC1.[F:23][C:24]([F:34])([F:33])[O:25][C:26]1[CH:31]=[CH:30][C:29]([NH2:32])=[CH:28][CH:27]=1, predict the reaction product. The product is: [CH3:13][C:12]1[C:7]([NH:32][C:29]2[CH:28]=[CH:27][C:26]([O:25][C:24]([F:33])([F:34])[F:23])=[CH:31][CH:30]=2)=[N:8][C:9]([NH:15][CH2:16][C:17]2[CH:22]=[CH:21][CH:20]=[CH:19][N:18]=2)=[N:10][C:11]=1[CH3:14]. (3) Given the reactants [Cl:1][C:2]1[CH:7]=[CH:6][C:5]([NH:8][C:9]2[C:13]3[C:14](=[O:18])[NH:15][CH:16]=[CH:17][C:12]=3[N:11]([C@@:19]3([CH2:28][C:29]#[N:30])[CH2:24][O:23][C@H:22]([C:25]([OH:27])=O)[CH2:21][CH2:20]3)[N:10]=2)=[CH:4][CH:3]=1.[CH3:31][N:32](C(ON1N=NC2C=CC=NC1=2)=[N+](C)C)[CH3:33].F[P-](F)(F)(F)(F)F.CNC.CCN(C(C)C)C(C)C, predict the reaction product. The product is: [Cl:1][C:2]1[CH:7]=[CH:6][C:5]([NH:8][C:9]2[C:13]3[C:14](=[O:18])[NH:15][CH:16]=[CH:17][C:12]=3[N:11]([C@@:19]3([CH2:28][C:29]#[N:30])[CH2:24][O:23][C@H:22]([C:25]([N:32]([CH3:33])[CH3:31])=[O:27])[CH2:21][CH2:20]3)[N:10]=2)=[CH:4][CH:3]=1. (4) Given the reactants [CH3:1][C:2]1([CH3:18])[O:7][CH2:6][CH:5]([NH:8][C:9]2[C:14]([NH2:15])=[CH:13][CH:12]=[C:11]([O:16][CH3:17])[N:10]=2)[CH2:4][O:3]1.C(=O)([O-])[O-].[K+].[K+].Br[CH2:26][C:27]([O:29][CH2:30][CH3:31])=[O:28].C(Cl)Cl, predict the reaction product. The product is: [CH3:1][C:2]1([CH3:18])[O:7][CH2:6][CH:5]([NH:8][C:9]2[C:14]([NH:15][CH2:26][C:27]([O:29][CH2:30][CH3:31])=[O:28])=[CH:13][CH:12]=[C:11]([O:16][CH3:17])[N:10]=2)[CH2:4][O:3]1. (5) Given the reactants [CH2:1]([O:3][C:4](=[O:13])[CH2:5][CH2:6][CH2:7][CH2:8][CH2:9][C:10]([OH:12])=O)[CH3:2].[C:14]([O:18][C:19](=[O:28])[NH:20][C:21]1[CH:26]=[CH:25][CH:24]=[CH:23][C:22]=1[NH2:27])([CH3:17])([CH3:16])[CH3:15].CN(C(ON1N=NC2C=CC=CC1=2)=[N+](C)C)C.F[P-](F)(F)(F)(F)F.CCN(C(C)C)C(C)C, predict the reaction product. The product is: [C:14]([O:18][C:19]([NH:20][C:21]1[CH:26]=[CH:25][CH:24]=[CH:23][C:22]=1[NH:27][C:10](=[O:12])[CH2:9][CH2:8][CH2:7][CH2:6][CH2:5][C:4]([O:3][CH2:1][CH3:2])=[O:13])=[O:28])([CH3:17])([CH3:15])[CH3:16]. (6) Given the reactants [CH3:1][C:2]1[CH:7]=[CH:6][C:5]([C:8]2[O:9][C:10]([CH3:13])=[N:11][N:12]=2)=[CH:4][C:3]=1[C:14]1[CH:19]=[CH:18][C:17]([C:20]([OH:22])=O)=[CH:16][CH:15]=1.C1C=CC2N(O)N=NC=2C=1.Cl.CN(C)CCCN=C=NCC.[CH3:45][O:46][C:47]1[CH:52]=[CH:51][C:50]([CH2:53][CH:54]([NH2:56])[CH3:55])=[CH:49][CH:48]=1, predict the reaction product. The product is: [CH3:45][O:46][C:47]1[CH:52]=[CH:51][C:50]([CH2:53][CH:54]([NH:56][C:20]([C:17]2[CH:18]=[CH:19][C:14]([C:3]3[CH:4]=[C:5]([C:8]4[O:9][C:10]([CH3:13])=[N:11][N:12]=4)[CH:6]=[CH:7][C:2]=3[CH3:1])=[CH:15][CH:16]=2)=[O:22])[CH3:55])=[CH:49][CH:48]=1. (7) The product is: [C:24]([C:26]1[CH:31]=[CH:30][CH:29]=[CH:28][C:27]=1[S:32]([C:2]1[CH:3]=[C:4]2[C:8](=[CH:9][CH:10]=1)[N:7]([CH:11]1[CH2:16][CH2:15][N:14]([C:17]([O:19][C:20]([CH3:23])([CH3:22])[CH3:21])=[O:18])[CH2:13][CH2:12]1)[CH2:6][CH2:5]2)(=[O:34])=[O:33])#[N:25]. Given the reactants I[C:2]1[CH:3]=[C:4]2[C:8](=[CH:9][CH:10]=1)[N:7]([CH:11]1[CH2:16][CH2:15][N:14]([C:17]([O:19][C:20]([CH3:23])([CH3:22])[CH3:21])=[O:18])[CH2:13][CH2:12]1)[CH2:6][CH2:5]2.[C:24]([C:26]1[CH:31]=[CH:30][CH:29]=[CH:28][C:27]=1[S:32](F)(=[O:34])=[O:33])#[N:25].C([Li])(C)(C)C, predict the reaction product. (8) Given the reactants [NH2:1][C:2]1[CH:33]=[CH:32][C:5]2[N:6]=[C:7]([C:12]3[C:13](=[O:31])[N:14]([CH2:22][C:23]4[CH:28]=[CH:27][C:26]([F:29])=[C:25]([Cl:30])[CH:24]=4)[CH:15]([C:18]([CH3:21])([CH3:20])[CH3:19])[C:16]=3[OH:17])[N:8]=[S:9]([CH3:11])(=[O:10])[C:4]=2[CH:3]=1.N1C=CC=CC=1.[CH3:40][S:41](Cl)(=[O:43])=[O:42], predict the reaction product. The product is: [C:18]([CH:15]1[N:14]([CH2:22][C:23]2[CH:28]=[CH:27][C:26]([F:29])=[C:25]([Cl:30])[CH:24]=2)[C:13](=[O:31])[C:12]([C:7]2[N:8]=[S:9]([CH3:11])(=[O:10])[C:4]3[CH:3]=[C:2]([NH:1][S:41]([CH3:40])(=[O:43])=[O:42])[CH:33]=[CH:32][C:5]=3[N:6]=2)=[C:16]1[OH:17])([CH3:21])([CH3:20])[CH3:19]. (9) Given the reactants [NH2:1][C:2]1[C:3]([C:8]([O:10][CH3:11])=[O:9])=[N:4][CH:5]=[CH:6][N:7]=1.[Cl:12][C:13]1[CH:21]=[CH:20][C:16]([C:17](Cl)=[O:18])=[CH:15][CH:14]=1.C(OCC)C, predict the reaction product. The product is: [Cl:12][C:13]1[CH:21]=[CH:20][C:16]([C:17]([NH:1][C:2]2[C:3]([C:8]([O:10][CH3:11])=[O:9])=[N:4][CH:5]=[CH:6][N:7]=2)=[O:18])=[CH:15][CH:14]=1.